The task is: Predict the product of the given reaction.. This data is from Forward reaction prediction with 1.9M reactions from USPTO patents (1976-2016). The product is: [Br:10][C:6]1[C:5]2[O:11][CH:2]([CH2:3][OH:17])[CH2:1][C:4]=2[CH:9]=[CH:8][CH:7]=1. Given the reactants [CH2:1]([C:4]1[CH:9]=[CH:8][CH:7]=[C:6]([Br:10])[C:5]=1[OH:11])[CH:2]=[CH2:3].ClC1C=C(C=CC=1)C(OO)=[O:17].C(=O)([O-])[O-].[K+].[K+], predict the reaction product.